Dataset: Forward reaction prediction with 1.9M reactions from USPTO patents (1976-2016). Task: Predict the product of the given reaction. (1) Given the reactants [Cl:1][C:2]1[CH:7]=[C:6]([N:8]=[C:9]=[S:10])[CH:5]=[C:4]([Cl:11])[C:3]=1[C:12]#[C:13][C:14]([CH3:17])([CH3:16])[CH3:15].[N:18]#[C:19][NH2:20].[Na].I[CH3:23], predict the reaction product. The product is: [C:19](/[N:20]=[C:9](\[S:10][CH3:23])/[NH:8][C:6]1[CH:7]=[C:2]([Cl:1])[C:3]([C:12]#[C:13][C:14]([CH3:17])([CH3:16])[CH3:15])=[C:4]([Cl:11])[CH:5]=1)#[N:18]. (2) Given the reactants [Br:1][C:2]1[CH:7]=[CH:6][CH:5]=[C:4]([C:8]#[CH:9])[CH:3]=1.I[C:11]1[CH:16]=[CH:15][C:14]([OH:17])=[CH:13][CH:12]=1.O1CCCC1.C(N(CC)CC)C, predict the reaction product. The product is: [Br:1][C:2]1[CH:3]=[C:4]([C:8]#[C:9][C:11]2[CH:16]=[CH:15][C:14]([OH:17])=[CH:13][CH:12]=2)[CH:5]=[CH:6][CH:7]=1.